This data is from NCI-60 drug combinations with 297,098 pairs across 59 cell lines. The task is: Regression. Given two drug SMILES strings and cell line genomic features, predict the synergy score measuring deviation from expected non-interaction effect. (1) Drug 1: C1=C(C(=O)NC(=O)N1)F. Drug 2: CCCS(=O)(=O)NC1=C(C(=C(C=C1)F)C(=O)C2=CNC3=C2C=C(C=N3)C4=CC=C(C=C4)Cl)F. Cell line: HL-60(TB). Synergy scores: CSS=29.9, Synergy_ZIP=-15.1, Synergy_Bliss=-28.8, Synergy_Loewe=-35.9, Synergy_HSA=-33.6. (2) Cell line: SF-295. Synergy scores: CSS=8.50, Synergy_ZIP=-2.21, Synergy_Bliss=-2.71, Synergy_Loewe=1.56, Synergy_HSA=-2.31. Drug 2: CC1CCC2CC(C(=CC=CC=CC(CC(C(=O)C(C(C(=CC(C(=O)CC(OC(=O)C3CCCCN3C(=O)C(=O)C1(O2)O)C(C)CC4CCC(C(C4)OC)O)C)C)O)OC)C)C)C)OC. Drug 1: COC1=NC(=NC2=C1N=CN2C3C(C(C(O3)CO)O)O)N. (3) Drug 1: C1CCN(CC1)CCOC2=CC=C(C=C2)C(=O)C3=C(SC4=C3C=CC(=C4)O)C5=CC=C(C=C5)O. Drug 2: C1=NC2=C(N=C(N=C2N1C3C(C(C(O3)CO)O)F)Cl)N. Cell line: SNB-75. Synergy scores: CSS=2.96, Synergy_ZIP=-0.866, Synergy_Bliss=0.367, Synergy_Loewe=0.197, Synergy_HSA=0.193. (4) Drug 1: CC1=C(C=C(C=C1)NC(=O)C2=CC=C(C=C2)CN3CCN(CC3)C)NC4=NC=CC(=N4)C5=CN=CC=C5. Drug 2: CN(CCCl)CCCl.Cl. Cell line: HOP-62. Synergy scores: CSS=11.2, Synergy_ZIP=-1.04, Synergy_Bliss=2.00, Synergy_Loewe=-6.47, Synergy_HSA=-4.21.